From a dataset of Reaction yield outcomes from USPTO patents with 853,638 reactions. Predict the reaction yield, written as a fraction of the theoretical maximum amount of product (1.0 means a 100% yield; for example, 0.34 means a 34% yield). (1) The yield is 0.940. The reactants are [Li+].[OH-].C[O:4][C:5]([C:7]1[S:8][C:9]([C:13]([CH2:31][CH3:32])([C:16]2[CH:21]=[CH:20][C:19]([CH2:22][CH2:23][CH:24]([OH:29])[C:25]([CH3:28])([CH3:27])[CH3:26])=[C:18]([CH3:30])[CH:17]=2)[CH2:14][CH3:15])=[CH:10][C:11]=1[CH3:12])=[O:6]. No catalyst specified. The product is [CH2:14]([C:13]([C:9]1[S:8][C:7]([C:5]([OH:6])=[O:4])=[C:11]([CH3:12])[CH:10]=1)([C:16]1[CH:21]=[CH:20][C:19]([CH2:22][CH2:23][CH:24]([OH:29])[C:25]([CH3:27])([CH3:28])[CH3:26])=[C:18]([CH3:30])[CH:17]=1)[CH2:31][CH3:32])[CH3:15]. (2) The reactants are [Si:1]([O:8][CH:9]1[CH2:14][CH2:13][C:12]([C:16]2[C:20]3[N:21]=[C:22]([Cl:25])[N:23]=[CH:24][C:19]=3[N:18]([C:26]([C:39]3[CH:44]=[CH:43][CH:42]=[CH:41][CH:40]=3)([C:33]3[CH:38]=[CH:37][CH:36]=[CH:35][CH:34]=3)[C:27]3[CH:32]=[CH:31][CH:30]=[CH:29][CH:28]=3)[CH:17]=2)(O)[CH2:11][CH2:10]1)([C:4]([CH3:7])([CH3:6])[CH3:5])([CH3:3])[CH3:2].CS(Cl)(=O)=O.CCN(CC)CC. The catalyst is C(Cl)Cl. The product is [Si:1]([O:8][CH:9]1[CH2:14][CH2:13][C:12]([C:16]2[C:20]3[N:21]=[C:22]([Cl:25])[N:23]=[CH:24][C:19]=3[N:18]([C:26]([C:27]3[CH:32]=[CH:31][CH:30]=[CH:29][CH:28]=3)([C:39]3[CH:40]=[CH:41][CH:42]=[CH:43][CH:44]=3)[C:33]3[CH:34]=[CH:35][CH:36]=[CH:37][CH:38]=3)[CH:17]=2)=[CH:11][CH2:10]1)([C:4]([CH3:7])([CH3:5])[CH3:6])([CH3:2])[CH3:3]. The yield is 0.500.